The task is: Predict the reactants needed to synthesize the given product.. This data is from Full USPTO retrosynthesis dataset with 1.9M reactions from patents (1976-2016). (1) Given the product [OH:2][C:3]1[CH:4]=[C:5]([C:11]2[CH:16]=[CH:15][CH:14]=[C:13]([OH:17])[CH:12]=2)[CH:6]=[C:7]([OH:9])[CH:8]=1, predict the reactants needed to synthesize it. The reactants are: C[O:2][C:3]1[CH:4]=[C:5]([C:11]2[CH:16]=[CH:15][CH:14]=[C:13]([O:17]C)[CH:12]=2)[CH:6]=[C:7]([O:9]C)[CH:8]=1.B(Br)(Br)Br. (2) Given the product [Cl:1][C:2]1[CH:3]=[C:4]([CH:7]=[C:8]([Cl:19])[C:9]=1[O:10][C:11]1[CH:16]=[CH:15][C:14]([O:17][CH3:18])=[CH:13][CH:12]=1)[CH2:5][N:21]([OH:22])[CH:27]=[O:30], predict the reactants needed to synthesize it. The reactants are: [Cl:1][C:2]1[CH:3]=[C:4]([CH:7]=[C:8]([Cl:19])[C:9]=1[O:10][C:11]1[CH:16]=[CH:15][C:14]([O:17][CH3:18])=[CH:13][CH:12]=1)[CH:5]=O.Cl.[NH2:21][OH:22].C([BH3-])#N.[Na+].[C:27]([OH:30])(=O)C.